From a dataset of Peptide-MHC class I binding affinity with 185,985 pairs from IEDB/IMGT. Regression. Given a peptide amino acid sequence and an MHC pseudo amino acid sequence, predict their binding affinity value. This is MHC class I binding data. (1) The peptide sequence is TEANAGQFL. The MHC is HLA-B15:01 with pseudo-sequence HLA-B15:01. The binding affinity (normalized) is 0.0847. (2) The binding affinity (normalized) is 0.0847. The MHC is HLA-A69:01 with pseudo-sequence HLA-A69:01. The peptide sequence is HAAVRRNAF. (3) The peptide sequence is KTAVQMAVF. The MHC is Mamu-B03 with pseudo-sequence Mamu-B03. The binding affinity (normalized) is 0.243. (4) The peptide sequence is ARPKRWLL. The MHC is HLA-A02:03 with pseudo-sequence HLA-A02:03. The binding affinity (normalized) is 0.